Dataset: Catalyst prediction with 721,799 reactions and 888 catalyst types from USPTO. Task: Predict which catalyst facilitates the given reaction. Reactant: [NH2:1][C:2]1[CH:11]=[CH:10][C:5]([C:6]([O:8][CH3:9])=[O:7])=[CH:4][CH:3]=1.C(N(C(C)C)CC)(C)C.[CH:21]1([CH2:26][C:27](Cl)=[O:28])[CH2:25][CH2:24][CH2:23][CH2:22]1. Product: [CH:21]1([CH2:26][C:27]([NH:1][C:2]2[CH:3]=[CH:4][C:5]([C:6]([O:8][CH3:9])=[O:7])=[CH:10][CH:11]=2)=[O:28])[CH2:25][CH2:24][CH2:23][CH2:22]1. The catalyst class is: 7.